Task: Regression. Given two drug SMILES strings and cell line genomic features, predict the synergy score measuring deviation from expected non-interaction effect.. Dataset: NCI-60 drug combinations with 297,098 pairs across 59 cell lines (1) Drug 1: CC1=C(C(=O)C2=C(C1=O)N3CC4C(C3(C2COC(=O)N)OC)N4)N. Drug 2: CCC1(C2=C(COC1=O)C(=O)N3CC4=CC5=C(C=CC(=C5CN(C)C)O)N=C4C3=C2)O.Cl. Cell line: OVCAR-4. Synergy scores: CSS=17.9, Synergy_ZIP=-0.833, Synergy_Bliss=0.701, Synergy_Loewe=3.03, Synergy_HSA=2.84. (2) Drug 1: CCC(=C(C1=CC=CC=C1)C2=CC=C(C=C2)OCCN(C)C)C3=CC=CC=C3.C(C(=O)O)C(CC(=O)O)(C(=O)O)O. Drug 2: C1CN1C2=NC(=NC(=N2)N3CC3)N4CC4. Cell line: KM12. Synergy scores: CSS=28.3, Synergy_ZIP=-2.98, Synergy_Bliss=0.999, Synergy_Loewe=-4.99, Synergy_HSA=1.74. (3) Drug 1: C1=NC2=C(N=C(N=C2N1C3C(C(C(O3)CO)O)O)F)N. Drug 2: C1=NNC2=C1C(=O)NC=N2. Cell line: KM12. Synergy scores: CSS=3.36, Synergy_ZIP=-3.20, Synergy_Bliss=-7.36, Synergy_Loewe=-0.584, Synergy_HSA=-5.00. (4) Drug 1: C1=CC(=CC=C1CCCC(=O)O)N(CCCl)CCCl. Drug 2: CC1=C(N=C(N=C1N)C(CC(=O)N)NCC(C(=O)N)N)C(=O)NC(C(C2=CN=CN2)OC3C(C(C(C(O3)CO)O)O)OC4C(C(C(C(O4)CO)O)OC(=O)N)O)C(=O)NC(C)C(C(C)C(=O)NC(C(C)O)C(=O)NCCC5=NC(=CS5)C6=NC(=CS6)C(=O)NCCC[S+](C)C)O. Cell line: SNB-19. Synergy scores: CSS=23.7, Synergy_ZIP=-6.61, Synergy_Bliss=-0.211, Synergy_Loewe=-1.12, Synergy_HSA=-0.924. (5) Drug 1: CC(C1=C(C=CC(=C1Cl)F)Cl)OC2=C(N=CC(=C2)C3=CN(N=C3)C4CCNCC4)N. Drug 2: CN1C(=O)N2C=NC(=C2N=N1)C(=O)N. Cell line: K-562. Synergy scores: CSS=23.9, Synergy_ZIP=3.08, Synergy_Bliss=5.79, Synergy_Loewe=-48.7, Synergy_HSA=2.35.